Predict the product of the given reaction. From a dataset of Forward reaction prediction with 1.9M reactions from USPTO patents (1976-2016). (1) Given the reactants [N+:1]([C:4]1[CH:9]=[CH:8][C:7]([N:10]2[CH2:15][CH2:14][CH:13]([C:16]([OH:18])=O)[CH2:12][CH2:11]2)=[CH:6][CH:5]=1)([O-:3])=[O:2].[NH:19]1[CH2:24][CH2:23][O:22][CH2:21][CH2:20]1.Cl.C([N:28]=C=NCCCN(C)C)C.O.ON1C2C=CC=CC=2N=N1, predict the reaction product. The product is: [N+:1]([C:4]1[CH:5]=[CH:6][C:7]([N:10]2[CH2:15][CH2:14][CH2:13][CH2:12][CH2:11]2)=[CH:8][CH:9]=1)([O-:3])=[O:2].[N:19]1([C:16]([NH2:28])=[O:18])[CH2:24][CH2:23][O:22][CH2:21][CH2:20]1. (2) Given the reactants [CH2:1]([N:4]1[C:12]2[CH:11]=[CH:10][C:9]([Cl:13])=[CH:8][C:7]=2[C:6]2[CH2:14][N:15]([CH3:18])[CH2:16][CH2:17][C:5]1=2)[CH:2]=[CH2:3].Br[C:20]1[CH:25]=[CH:24][N:23]=[CH:22][CH:21]=1.C1(P(C2C=CC=CC=2)C2C=CC=CC=2)C=CC=CC=1.C(N(CC)CC)C, predict the reaction product. The product is: [Cl:13][C:9]1[CH:10]=[CH:11][C:12]2[N:4]([CH2:1]/[CH:2]=[CH:3]/[C:20]3[CH:25]=[CH:24][N:23]=[CH:22][CH:21]=3)[C:5]3[CH2:17][CH2:16][N:15]([CH3:18])[CH2:14][C:6]=3[C:7]=2[CH:8]=1. (3) Given the reactants [C:1]([C:3]1[CH:8]=[CH:7][C:6]([CH2:9][CH2:10][C:11]([O:13][CH3:14])=[O:12])=[CH:5][CH:4]=1)#[CH:2].I[C:16]1[CH:21]=[CH:20][CH:19]=[C:18]([CH3:22])[CH:17]=1, predict the reaction product. The product is: [C:18]1([CH3:22])[CH:19]=[CH:20][CH:21]=[C:16]([C:2]#[C:1][C:3]2[CH:8]=[CH:7][C:6]([CH2:9][CH2:10][C:11]([O:13][CH3:14])=[O:12])=[CH:5][CH:4]=2)[CH:17]=1. (4) Given the reactants Cl[C:2]1[N:27]=[C:26]([CH3:28])[CH:25]=[CH:24][C:3]=1[C:4]([NH:6][C:7]1[CH:12]=[CH:11][C:10]([N:13]([CH:22]=[O:23])[CH2:14][CH2:15][C:16]2[CH:21]=[CH:20][CH:19]=[CH:18][N:17]=2)=[CH:9][CH:8]=1)=[O:5].[CH3:29][CH:30]([SH:32])[CH3:31].CC(C)([O-])C.[K+].C(OCC)(=O)C, predict the reaction product. The product is: [CH:22]([N:13]([CH2:14][CH2:15][C:16]1[CH:21]=[CH:20][CH:19]=[CH:18][N:17]=1)[C:10]1[CH:11]=[CH:12][C:7]([NH:6][C:4](=[O:5])[C:3]2[CH:24]=[CH:25][C:26]([CH3:28])=[N:27][C:2]=2[S:32][CH:30]([CH3:31])[CH3:29])=[CH:8][CH:9]=1)=[O:23]. (5) Given the reactants [CH2:1]([N:3]([CH2:27][CH3:28])[C:4]([C:6]1[CH:11]=[CH:10][C:9]([C:12]([C:19]2[CH:24]=[CH:23][CH:22]=[C:21]([O:25][CH3:26])[CH:20]=2)=[CH:13][C:14]([O:16][CH2:17][CH3:18])=[O:15])=[CH:8][CH:7]=1)=[O:5])[CH3:2], predict the reaction product. The product is: [CH2:27]([N:3]([CH2:1][CH3:2])[C:4]([C:6]1[CH:7]=[CH:8][C:9]([CH:12]([C:19]2[CH:24]=[CH:23][CH:22]=[C:21]([O:25][CH3:26])[CH:20]=2)[CH2:13][C:14]([O:16][CH2:17][CH3:18])=[O:15])=[CH:10][CH:11]=1)=[O:5])[CH3:28]. (6) Given the reactants [F:1][C:2]1[CH:11]=[C:10](Br)[CH:9]=[CH:8][C:3]=1[C:4]([O:6][CH3:7])=[O:5].[C:13]1(B(O)O)[CH:18]=[CH:17][CH:16]=[CH:15][CH:14]=1.[F-].[Cs+], predict the reaction product. The product is: [CH3:7][O:6][C:4]([C:3]1[CH:8]=[CH:9][C:10]([C:13]2[CH:18]=[CH:17][CH:16]=[CH:15][CH:14]=2)=[CH:11][C:2]=1[F:1])=[O:5].